This data is from NCI-60 drug combinations with 297,098 pairs across 59 cell lines. The task is: Regression. Given two drug SMILES strings and cell line genomic features, predict the synergy score measuring deviation from expected non-interaction effect. (1) Drug 1: CC1C(C(CC(O1)OC2CC(CC3=C2C(=C4C(=C3O)C(=O)C5=C(C4=O)C(=CC=C5)OC)O)(C(=O)CO)O)N)O.Cl. Drug 2: COC1=CC(=CC(=C1O)OC)C2C3C(COC3=O)C(C4=CC5=C(C=C24)OCO5)OC6C(C(C7C(O6)COC(O7)C8=CC=CS8)O)O. Cell line: OVCAR-5. Synergy scores: CSS=43.8, Synergy_ZIP=1.40, Synergy_Bliss=1.43, Synergy_Loewe=-7.97, Synergy_HSA=1.61. (2) Cell line: SK-OV-3. Drug 2: N.N.Cl[Pt+2]Cl. Synergy scores: CSS=-0.209, Synergy_ZIP=-1.52, Synergy_Bliss=-1.55, Synergy_Loewe=-2.95, Synergy_HSA=-1.48. Drug 1: C1CCC(C1)C(CC#N)N2C=C(C=N2)C3=C4C=CNC4=NC=N3. (3) Drug 1: CC1=C(C(CCC1)(C)C)C=CC(=CC=CC(=CC(=O)O)C)C. Drug 2: COC1=NC(=NC2=C1N=CN2C3C(C(C(O3)CO)O)O)N. Cell line: MDA-MB-435. Synergy scores: CSS=5.15, Synergy_ZIP=-1.74, Synergy_Bliss=-1.70, Synergy_Loewe=0.964, Synergy_HSA=-0.926. (4) Drug 1: C1=C(C(=O)NC(=O)N1)F. Drug 2: C1=NC2=C(N1)C(=S)N=CN2. Cell line: BT-549. Synergy scores: CSS=31.7, Synergy_ZIP=-14.0, Synergy_Bliss=-16.2, Synergy_Loewe=-12.3, Synergy_HSA=-10.4. (5) Drug 1: C1=CC(=CC=C1CCC2=CNC3=C2C(=O)NC(=N3)N)C(=O)NC(CCC(=O)O)C(=O)O. Drug 2: C1=CN(C(=O)N=C1N)C2C(C(C(O2)CO)O)O.Cl. Cell line: SF-295. Synergy scores: CSS=24.8, Synergy_ZIP=-4.09, Synergy_Bliss=-6.04, Synergy_Loewe=-3.93, Synergy_HSA=-3.79. (6) Drug 1: C1=CC(=CC=C1CCCC(=O)O)N(CCCl)CCCl. Drug 2: CS(=O)(=O)CCNCC1=CC=C(O1)C2=CC3=C(C=C2)N=CN=C3NC4=CC(=C(C=C4)OCC5=CC(=CC=C5)F)Cl. Cell line: SN12C. Synergy scores: CSS=19.9, Synergy_ZIP=-10.8, Synergy_Bliss=-5.31, Synergy_Loewe=-5.03, Synergy_HSA=-4.22. (7) Drug 1: CC1=C(C=C(C=C1)NC2=NC=CC(=N2)N(C)C3=CC4=NN(C(=C4C=C3)C)C)S(=O)(=O)N.Cl. Drug 2: CN(CCCl)CCCl.Cl. Cell line: HT29. Synergy scores: CSS=17.0, Synergy_ZIP=-1.55, Synergy_Bliss=3.07, Synergy_Loewe=-18.9, Synergy_HSA=-2.75. (8) Drug 1: CN(C)C1=NC(=NC(=N1)N(C)C)N(C)C. Drug 2: CC1=C(C(=O)C2=C(C1=O)N3CC4C(C3(C2COC(=O)N)OC)N4)N. Cell line: HS 578T. Synergy scores: CSS=11.8, Synergy_ZIP=4.45, Synergy_Bliss=12.0, Synergy_Loewe=-4.31, Synergy_HSA=5.20. (9) Drug 1: CC(CN1CC(=O)NC(=O)C1)N2CC(=O)NC(=O)C2. Drug 2: C1C(C(OC1N2C=C(C(=O)NC2=O)F)CO)O. Cell line: LOX IMVI. Synergy scores: CSS=57.8, Synergy_ZIP=-1.22, Synergy_Bliss=-1.46, Synergy_Loewe=-0.170, Synergy_HSA=3.13.